From a dataset of Full USPTO retrosynthesis dataset with 1.9M reactions from patents (1976-2016). Predict the reactants needed to synthesize the given product. (1) Given the product [N:21]1[CH:4]=[CH:5][CH:6]=[C:1]([C:7]2[NH:8][C:9]3[CH:10]=[CH:11][CH:12]=[C:13]4[C:19](=[O:20])[NH:18][CH2:17][CH2:16][C:15]=2[C:14]=34)[CH:2]=1, predict the reactants needed to synthesize it. The reactants are: [C:1]1([C:7]2[NH:8][C:9]3[CH:10]=[CH:11][CH:12]=[C:13]4[C:19](=[O:20])[NH:18][CH2:17][CH2:16][C:15]=2[C:14]=34)[CH:6]=[CH:5][CH:4]=C[CH:2]=1.[N:21]1C=CC=C(B(O)O)C=1. (2) The reactants are: I.[Cl:2][C:3]1[N:4]=[CH:5][N:6]([C:8]2[CH:13]=[CH:12][C:11]([NH:14][C:15](SC)=[NH:16])=[CH:10][C:9]=2[O:19][CH3:20])[CH:7]=1.[Cl:21][CH2:22][CH2:23][CH2:24][CH2:25][CH:26]([C:30]1[CH:35]=[CH:34][C:33]([F:36])=[CH:32][CH:31]=1)[C:27](O)=O.[NH2:37][NH2:38]. Given the product [Cl:21][CH2:22][CH2:23][CH2:24][CH2:25][CH:26]([C:27]1[NH:38][N:37]=[C:15]([NH:14][C:11]2[CH:12]=[CH:13][C:8]([N:6]3[CH:7]=[C:3]([Cl:2])[N:4]=[CH:5]3)=[C:9]([O:19][CH3:20])[CH:10]=2)[N:16]=1)[C:30]1[CH:35]=[CH:34][C:33]([F:36])=[CH:32][CH:31]=1, predict the reactants needed to synthesize it.